Dataset: Catalyst prediction with 721,799 reactions and 888 catalyst types from USPTO. Task: Predict which catalyst facilitates the given reaction. (1) Reactant: [NH2:1][C:2]1[CH:3]=[C:4]2[C:8](=[C:9]([F:11])[CH:10]=1)[N:7]([CH2:12][CH2:13][F:14])[C:6](=[O:15])[CH2:5]2.[C:16]([O:20][C:21](=[O:27])[NH:22][CH2:23][C@H:24]1[CH2:26][O:25]1)([CH3:19])([CH3:18])[CH3:17].FC(F)(F)S([O-])(=O)=O.[Li+]. Product: [C:16]([O:20][C:21](=[O:27])[NH:22][CH2:23][C@H:24]([OH:25])[CH2:26][NH:1][C:2]1[CH:3]=[C:4]2[C:8](=[C:9]([F:11])[CH:10]=1)[N:7]([CH2:12][CH2:13][F:14])[C:6](=[O:15])[CH2:5]2)([CH3:18])([CH3:17])[CH3:19]. The catalyst class is: 115. (2) Reactant: F[C:2]1[C:7]([CH3:8])=[CH:6][CH:5]=[CH:4][N:3]=1.[CH3:9][OH:10].C[O-].[Na+]. Product: [CH3:9][O:10][C:2]1[C:7]([CH3:8])=[CH:6][CH:5]=[CH:4][N:3]=1. The catalyst class is: 6. (3) Reactant: [F:1][C:2]1[CH:7]=[CH:6][C:5]([N:8]2[C:12]3[CH:13]=[N:14][CH:15]=[C:16]([C:17]([OH:19])=O)[C:11]=3[CH:10]=[N:9]2)=[CH:4][CH:3]=1.CCN(C(C)C)C(C)C.CN(C(ON1N=NC2C=CC=CC1=2)=[N+](C)C)C.[B-](F)(F)(F)F.Cl.[CH3:52][S:53]([C:56]1[N:61]=[CH:60][C:59]([C@@H:62]([NH2:65])[CH2:63][CH3:64])=[CH:58][CH:57]=1)(=[O:55])=[O:54].C(=O)(O)[O-].[Na+]. Product: [CH3:52][S:53]([C:56]1[N:61]=[CH:60][C:59]([C@@H:62]([NH:65][C:17]([C:16]2[C:11]3[CH:10]=[N:9][N:8]([C:5]4[CH:4]=[CH:3][C:2]([F:1])=[CH:7][CH:6]=4)[C:12]=3[CH:13]=[N:14][CH:15]=2)=[O:19])[CH2:63][CH3:64])=[CH:58][CH:57]=1)(=[O:55])=[O:54]. The catalyst class is: 18. (4) Reactant: [CH3:1][C:2]1[C:7]([CH:8]([CH2:13][CH2:14][CH3:15])[C:9]([O:11]C)=[O:10])=[C:6]([C:16]2[CH:21]=[CH:20][C:19]([CH3:22])=[CH:18][CH:17]=2)[N:5]2[N:23]=[C:24]([CH2:26][CH2:27][CH3:28])[CH:25]=[C:4]2[N:3]=1.[OH-].[Na+]. Product: [CH3:1][C:2]1[C:7]([CH:8]([CH2:13][CH2:14][CH3:15])[C:9]([OH:11])=[O:10])=[C:6]([C:16]2[CH:17]=[CH:18][C:19]([CH3:22])=[CH:20][CH:21]=2)[N:5]2[N:23]=[C:24]([CH2:26][CH2:27][CH3:28])[CH:25]=[C:4]2[N:3]=1. The catalyst class is: 645. (5) Reactant: [CH3:1][O:2][C:3](=[O:13])[C:4]1[CH:12]=[CH:11][C:7]([C:8](O)=[O:9])=[CH:6][CH:5]=1.[OH:14][CH:15]([CH3:19])[C:16](=[O:18])[CH3:17].N1C=CC=CC=1.CCN=C=NCCCN(C)C.Cl.Cl. Product: [CH3:19][CH:15]([O:14][C:8](=[O:9])[C:7]1[CH:6]=[CH:5][C:4]([C:3]([O:2][CH3:1])=[O:13])=[CH:12][CH:11]=1)[C:16](=[O:18])[CH3:17]. The catalyst class is: 456. (6) Reactant: [Cl:1][C:2]1[C:11]([Cl:12])=[CH:10][CH:9]=[C:8]2[C:3]=1[CH2:4][CH2:5][N:6]([C:14]1[CH:35]=[CH:34][C:17](/[CH:18]=[CH:19]/[C@H:20]3[CH2:24][O:23][C:22]([CH3:26])([CH3:25])[N:21]3[C:27]([O:29][C:30]([CH3:33])([CH3:32])[CH3:31])=[O:28])=[CH:16][CH:15]=1)[C:7]2=[O:13]. Product: [Cl:1][C:2]1[C:11]([Cl:12])=[CH:10][CH:9]=[C:8]2[C:3]=1[CH2:4][CH2:5][N:6]([C:14]1[CH:35]=[CH:34][C:17]([CH2:18][CH2:19][C@H:20]3[CH2:24][O:23][C:22]([CH3:26])([CH3:25])[N:21]3[C:27]([O:29][C:30]([CH3:33])([CH3:32])[CH3:31])=[O:28])=[CH:16][CH:15]=1)[C:7]2=[O:13]. The catalyst class is: 465. (7) Reactant: C(OP([CH2:9][C:10]1[CH:15]=[CH:14][C:13]([F:16])=[CH:12][CH:11]=1)(=O)OCC)C.C[Si]([N-][Si](C)(C)C)(C)C.[K+].[CH3:27][C:28]([O:31][C:32]([N:34]1[CH2:39][CH2:38][C:37](=O)[CH2:36][CH2:35]1)=[O:33])([CH3:30])[CH3:29]. Product: [CH3:30][C:28]([O:31][C:32]([N:34]1[CH2:39][CH2:38][C:37](=[CH:9][C:10]2[CH:11]=[CH:12][C:13]([F:16])=[CH:14][CH:15]=2)[CH2:36][CH2:35]1)=[O:33])([CH3:27])[CH3:29]. The catalyst class is: 7. (8) Reactant: C(=O)(O)[O-].[Na+].Cl[C:7]([O:9][CH2:10][CH3:11])=[O:8].[Cl:12][C:13]1[C:18]2[CH2:19][O:20][C@:21]3([CH3:26])[C@H:25]([C:17]=2[CH:16]=[CH:15][CH:14]=1)[CH2:24][NH:23][CH2:22]3. Product: [Cl:12][C:13]1[C:18]2[CH2:19][O:20][C@:21]3([CH3:26])[C@H:25]([C:17]=2[CH:16]=[CH:15][CH:14]=1)[CH2:24][N:23]([C:7]([O:9][CH2:10][CH3:11])=[O:8])[CH2:22]3. The catalyst class is: 20. (9) Reactant: C([Li])CCC.C(N[CH:10]([CH3:12])[CH3:11])(C)C.[Br:13][C:14]1C=C[C:17]2[O:18][C:19]([F:22])([F:21])[O:20][C:16]=2[CH:15]=1.CI.Cl. Product: [Br:13][C:14]1[CH:15]=[CH:16][C:17]2[O:18][C:19]([F:22])([F:21])[O:20][C:12]=2[C:10]=1[CH3:11]. The catalyst class is: 132. (10) Reactant: [NH2:1][C:2]1[CH:7]=[CH:6][CH:5]=[CH:4][C:3]=1[C:8]([C:10]1[CH:15]=[CH:14][C:13]([O:16][CH2:17][O:18][CH3:19])=[CH:12][CH:11]=1)=O.[C:20](#[N:22])[CH3:21].[H-].[Na+].O. Product: [CH3:19][O:18][CH2:17][O:16][C:13]1[CH:14]=[CH:15][C:10]([C:8]2[C:3]3[C:2](=[CH:7][CH:6]=[CH:5][CH:4]=3)[N:1]=[C:20]([NH2:22])[CH:21]=2)=[CH:11][CH:12]=1. The catalyst class is: 17.